Dataset: Orexin1 receptor HTS with 218,158 compounds and 233 confirmed actives. Task: Binary Classification. Given a drug SMILES string, predict its activity (active/inactive) in a high-throughput screening assay against a specified biological target. (1) The result is 0 (inactive). The drug is s1c(C(OC(c2ccccc2)C(=O)Nc2c(ccc(c2)C)C)=O)ccc1C. (2) The compound is S(CCCNC(=O)c1c(OCC)nccc1)c1ccccc1. The result is 0 (inactive).